Dataset: Catalyst prediction with 721,799 reactions and 888 catalyst types from USPTO. Task: Predict which catalyst facilitates the given reaction. (1) Reactant: [Cl:1][C:2]1[CH:10]=[CH:9][C:5]([C:6]([NH2:8])=O)=[C:4]([O:11][CH2:12][CH2:13][CH3:14])[N:3]=1.N1C=CC=CC=1.P(Cl)(Cl)(Cl)=O. Product: [Cl:1][C:2]1[CH:10]=[CH:9][C:5]([C:6]#[N:8])=[C:4]([O:11][CH2:12][CH2:13][CH3:14])[N:3]=1. The catalyst class is: 10. (2) Reactant: [CH3:1][N+:2]([CH2:5][C@H:6]([NH2:11])[CH2:7][C:8]([O-:10])=[O:9])([CH3:4])[CH3:3].[C:12]1([C:18]#[C:19][C:20]2[O:24][C:23]([C:25](ON3C(=O)CCC3=O)=[O:26])=[CH:22][CH:21]=2)[CH:17]=[CH:16][CH:15]=[CH:14][CH:13]=1.CN(C=O)C.C(N(CC)CC)C. Product: [C:12]1([C:18]#[C:19][C:20]2[O:24][C:23]([C:25]([NH:11][C@@H:6]([CH2:5][N+:2]([CH3:3])([CH3:4])[CH3:1])[CH2:7][C:8]([O-:10])=[O:9])=[O:26])=[CH:22][CH:21]=2)[CH:13]=[CH:14][CH:15]=[CH:16][CH:17]=1. The catalyst class is: 27. (3) Reactant: [NH2:1][CH2:2][CH2:3][CH:4]1[C:8]2[C:9]3[N:10]([N:13]=[CH:14][C:15]=3[C:16](OCC)=O)[CH:11]=[CH:12][C:7]=2[CH2:6][CH2:5]1.C1(C)C=CC=CC=1.[H-].C([Al+]CC(C)C)C(C)C.O.O.O.O.O.O.O.O.O.O.S([O-])([O-])(=O)=O.[Na+].[Na+].C(N(CC)CC)C.[C:62](OC(=O)C)(=[O:64])[CH3:63]. Product: [CH3:16][C:15]1[CH:14]=[N:13][N:10]2[CH:11]=[CH:12][C:7]3[CH2:6][CH2:5][CH:4]([CH2:3][CH2:2][NH:1][C:62](=[O:64])[CH3:63])[C:8]=3[C:9]=12. The catalyst class is: 30. (4) Reactant: C([O:5][C:6]([C:8]1[C:16]2[C:11](=[N:12][C:13]([F:17])=[CH:14][CH:15]=2)[N:10]([C:18]([CH3:21])([CH3:20])[CH3:19])[N:9]=1)=[O:7])(C)(C)C.FC(F)(F)C(O)=O. Product: [C:18]([N:10]1[C:11]2=[N:12][C:13]([F:17])=[CH:14][CH:15]=[C:16]2[C:8]([C:6]([OH:7])=[O:5])=[N:9]1)([CH3:21])([CH3:19])[CH3:20]. The catalyst class is: 2. (5) Reactant: [OH:1][C:2]1[C:3]([Se:16][C:17]2[CH:27]=[CH:26][C:20]([C:21]([O:23][CH2:24][CH3:25])=[O:22])=[CH:19][N:18]=2)=[CH:4][C:5]2[C:6]([CH3:15])([CH3:14])[CH2:7][CH2:8][C:9]([CH3:13])([CH3:12])[C:10]=2[CH:11]=1.C(=O)([O-])[O-].[K+].[K+].Br[CH2:35][CH2:36][CH2:37][C:38]([O:40][CH2:41][CH3:42])=[O:39]. Product: [CH2:41]([O:40][C:38]([CH2:37][CH2:36][CH2:35][O:1][C:2]1[C:3]([Se:16][C:17]2[CH:27]=[CH:26][C:20]([C:21]([O:23][CH2:24][CH3:25])=[O:22])=[CH:19][N:18]=2)=[CH:4][C:5]2[C:6]([CH3:14])([CH3:15])[CH2:7][CH2:8][C:9]([CH3:13])([CH3:12])[C:10]=2[CH:11]=1)=[O:39])[CH3:42]. The catalyst class is: 6. (6) Reactant: [CH3:1][O:2][C:3]1[C:4]([N+:14]([O-])=O)=[C:5]([CH:10]=[CH:11][C:12]=1[CH3:13])[C:6]([O:8][CH3:9])=[O:7].[H][H]. Product: [NH2:14][C:4]1[C:3]([O:2][CH3:1])=[C:12]([CH3:13])[CH:11]=[CH:10][C:5]=1[C:6]([O:8][CH3:9])=[O:7]. The catalyst class is: 29. (7) Reactant: [CH3:1][C:2]1[C:6]([CH3:7])=[C:5]([NH:8][C:9](=[O:16])OCC(Cl)(Cl)Cl)[O:4][N:3]=1.[C:17]1([C:23]2[CH:28]=[CH:27][N:26]=[C:25]([N:29]3[CH2:34][CH2:33][NH:32][CH2:31][CH2:30]3)[CH:24]=2)[CH:22]=[CH:21][CH:20]=[CH:19][CH:18]=1.C(N(C(C)C)CC)(C)C.CS(C)=O. Product: [CH3:1][C:2]1[C:6]([CH3:7])=[C:5]([NH:8][C:9]([N:32]2[CH2:33][CH2:34][N:29]([C:25]3[CH:24]=[C:23]([C:17]4[CH:22]=[CH:21][CH:20]=[CH:19][CH:18]=4)[CH:28]=[CH:27][N:26]=3)[CH2:30][CH2:31]2)=[O:16])[O:4][N:3]=1. The catalyst class is: 6.